This data is from Catalyst prediction with 721,799 reactions and 888 catalyst types from USPTO. The task is: Predict which catalyst facilitates the given reaction. Reactant: [NH2:1][C:2]1[CH:7]=[CH:6][C:5]([Br:8])=[CH:4][N:3]=1.C(N(CC)CC)C.[C:16](O[C:16]([O:18][C:19]([CH3:22])([CH3:21])[CH3:20])=[O:17])([O:18][C:19]([CH3:22])([CH3:21])[CH3:20])=[O:17]. The catalyst class is: 4. Product: [Br:8][C:5]1[CH:6]=[CH:7][C:2]([NH:1][C:16](=[O:17])[O:18][C:19]([CH3:22])([CH3:21])[CH3:20])=[N:3][CH:4]=1.